From a dataset of Peptide-MHC class I binding affinity with 185,985 pairs from IEDB/IMGT. Regression. Given a peptide amino acid sequence and an MHC pseudo amino acid sequence, predict their binding affinity value. This is MHC class I binding data. (1) The peptide sequence is ETINEEAAEW. The MHC is HLA-A11:01 with pseudo-sequence HLA-A11:01. The binding affinity (normalized) is 0. (2) The peptide sequence is INYSALNLT. The MHC is H-2-Kb with pseudo-sequence H-2-Kb. The binding affinity (normalized) is 0.416. (3) The peptide sequence is SLKERIDML. The MHC is BoLA-T2b with pseudo-sequence BoLA-T2b. The binding affinity (normalized) is 0.499. (4) The peptide sequence is SIMAFILGI. The MHC is HLA-A68:02 with pseudo-sequence HLA-A68:02. The binding affinity (normalized) is 0.978. (5) The peptide sequence is VILNYIPVL. The MHC is HLA-B46:01 with pseudo-sequence HLA-B46:01. The binding affinity (normalized) is 0.0847. (6) The peptide sequence is EIPQFMIGL. The MHC is HLA-B51:01 with pseudo-sequence HLA-B51:01. The binding affinity (normalized) is 0.0847. (7) The peptide sequence is PAPPSAAIAA. The MHC is Mamu-A01 with pseudo-sequence Mamu-A01. The binding affinity (normalized) is 0.272. (8) The peptide sequence is IAPWYAFAL. The MHC is HLA-B08:01 with pseudo-sequence HLA-B08:01. The binding affinity (normalized) is 0.175. (9) The peptide sequence is EAFPYEITE. The MHC is HLA-A30:01 with pseudo-sequence HLA-A30:01. The binding affinity (normalized) is 0.0847.